Dataset: Catalyst prediction with 721,799 reactions and 888 catalyst types from USPTO. Task: Predict which catalyst facilitates the given reaction. (1) Reactant: FC(F)(F)C(O)=O.[Si]([O:15][CH2:16][CH:17]1[CH2:24][CH:23]([C:25]2[S:26][CH:27]=[C:28]([Cl:30])[N:29]=2)[C:22]2[N:18]1[C:19]([C:39]1[CH:44]=[CH:43][CH:42]=[C:41]([F:45])[CH:40]=1)=[C:20]1[C:34](=[O:35])[N:33]([CH3:36])[C:32](=[O:37])[N:31]([CH3:38])[C:21]1=2)(C(C)(C)C)(C)C. Product: [Cl:30][C:28]1[N:29]=[C:25]([CH:23]2[C:22]3[N:18]([C:19]([C:39]4[CH:44]=[CH:43][CH:42]=[C:41]([F:45])[CH:40]=4)=[C:20]4[C:34](=[O:35])[N:33]([CH3:36])[C:32](=[O:37])[N:31]([CH3:38])[C:21]4=3)[CH:17]([CH2:16][OH:15])[CH2:24]2)[S:26][CH:27]=1. The catalyst class is: 24. (2) Reactant: [CH3:1][O:2][C:3]([C:5]1[CH:13]=[C:12]2[C:8]([C:9]([CH:34]3[CH2:39][CH2:38][CH2:37][CH2:36][CH2:35]3)=[C:10]([C:14]3[C:15]([N+:31]([O-])=O)=[C:16]4[C:21](=[CH:22][CH:23]=3)[N:20]=[C:19]([C:24]3[S:28][C:27]([CH3:29])=[N:26][C:25]=3[CH3:30])[CH:18]=[CH:17]4)[NH:11]2)=[CH:7][CH:6]=1)=[O:4]. Product: [CH3:1][O:2][C:3]([C:5]1[CH:13]=[C:12]2[C:8]([C:9]([CH:34]3[CH2:39][CH2:38][CH2:37][CH2:36][CH2:35]3)=[C:10]([C:14]3[C:15]([NH2:31])=[C:16]4[C:21](=[CH:22][CH:23]=3)[N:20]=[C:19]([C:24]3[S:28][C:27]([CH3:29])=[N:26][C:25]=3[CH3:30])[CH:18]=[CH:17]4)[NH:11]2)=[CH:7][CH:6]=1)=[O:4]. The catalyst class is: 515. (3) Reactant: [NH:1]1[C:9]2[C:4](=[N:5][CH:6]=[CH:7][C:8]=2[C:10]#[N:11])[CH:3]=[CH:2]1.CN(C=O)C.[OH-].[K+].[I:19]I. Product: [I:19][C:3]1[C:4]2=[N:5][CH:6]=[CH:7][C:8]([C:10]#[N:11])=[C:9]2[NH:1][CH:2]=1. The catalyst class is: 25. (4) Reactant: [CH2:1]([N:3]([C:9]1[CH:10]=[N:11][O:12][C:13]=1[CH3:14])[C:4](=[O:8])[CH:5]([F:7])[F:6])[CH3:2]. Product: [NH2:11]/[CH:10]=[C:9](\[N:3]([CH2:1][CH3:2])[C:4](=[O:8])[CH:5]([F:7])[F:6])/[C:13](=[O:12])[CH3:14]. The catalyst class is: 45. (5) Reactant: [NH2:1][C:2](=O)[CH2:3][N:4]1[C:9](=[N:10]S(C2C=CC(C)=CC=2)(=O)=O)[CH:8]=[CH:7][C:6]([O:21][C:22]2[CH:23]=[C:24]([NH:28][C:29]([C:31]3[CH:36]=[CH:35][CH:34]=[C:33]([CH3:37])[N:32]=3)=[O:30])[CH:25]=[CH:26][CH:27]=2)=[CH:5]1.FC(F)(F)C(OC(=O)C(F)(F)F)=O. Product: [NH2:1][C:2]1[N:10]=[C:9]2[CH:8]=[CH:7][C:6]([O:21][C:22]3[CH:23]=[C:24]([NH:28][C:29]([C:31]4[CH:36]=[CH:35][CH:34]=[C:33]([CH3:37])[N:32]=4)=[O:30])[CH:25]=[CH:26][CH:27]=3)=[CH:5][N:4]2[CH:3]=1. The catalyst class is: 7. (6) Reactant: [CH3:1][O:2][C:3]1[C:7]([C:8]([O:10][CH2:11][CH3:12])=[O:9])=[CH:6][NH:5][N:4]=1.N1CCC[C@H]1C(O)=O.Br[C:22]1[CH:23]=[N:24][C:25]([C:28]([F:31])([F:30])[F:29])=[N:26][CH:27]=1.C(=O)([O-])[O-].[K+].[K+]. Product: [CH3:1][O:2][C:3]1[C:7]([C:8]([O:10][CH2:11][CH3:12])=[O:9])=[CH:6][N:5]([C:22]2[CH:23]=[N:24][C:25]([C:28]([F:31])([F:30])[F:29])=[N:26][CH:27]=2)[N:4]=1. The catalyst class is: 590.